Dataset: Reaction yield outcomes from USPTO patents with 853,638 reactions. Task: Predict the reaction yield, written as a fraction of the theoretical maximum amount of product (1.0 means a 100% yield; for example, 0.34 means a 34% yield). (1) The reactants are [S:1]=[C:2]1[NH:6][C:5]2[CH:7]=[C:8]([C:11]#[N:12])[CH:9]=[CH:10][C:4]=2[S:3]1.[CH3:13]CN(CC)CC.CI. The catalyst is CCO. The product is [CH3:13][S:1][C:2]1[S:3][C:4]2[CH:10]=[CH:9][C:8]([C:11]#[N:12])=[CH:7][C:5]=2[N:6]=1. The yield is 0.970. (2) The yield is 0.360. The reactants are I[C:2]1[CH:3]=[CH:4][C:5]2[N:6]([CH:8]=[C:9]([NH:11][C:12]([CH:14]3[CH2:16][CH2:15]3)=[O:13])[N:10]=2)[N:7]=1.[NH2:17][C:18]1[CH:19]=[CH:20][C:21]([O:25][CH3:26])=[C:22]([OH:24])[CH:23]=1.C(=O)([O-])[O-].[K+].[K+]. The product is [NH2:17][C:18]1[CH:19]=[CH:20][C:21]([O:25][CH3:26])=[C:22]([CH:23]=1)[O:24][C:2]1[CH:3]=[CH:4][C:5]2[N:6]([CH:8]=[C:9]([NH:11][C:12]([CH:14]3[CH2:16][CH2:15]3)=[O:13])[N:10]=2)[N:7]=1. The catalyst is CN(C)C=O. (3) The reactants are [CH3:1][O:2][C:3]1[CH:8]=[CH:7][C:6]([Mg]Br)=[CH:5][CH:4]=1.[CH2:11]([N:18]1[CH2:23][CH2:22][C:21](=[O:24])[CH2:20][CH2:19]1)[C:12]1[CH:17]=[CH:16][CH:15]=[CH:14][CH:13]=1. The catalyst is C1COCC1. The product is [CH2:11]([N:18]1[CH2:23][CH2:22][C:21]([C:6]2[CH:7]=[CH:8][C:3]([O:2][CH3:1])=[CH:4][CH:5]=2)([OH:24])[CH2:20][CH2:19]1)[C:12]1[CH:13]=[CH:14][CH:15]=[CH:16][CH:17]=1. The yield is 0.440. (4) The reactants are [CH3:1][N:2]1[CH:6]=[CH:5][N:4]=[CH:3]1.[F:7][C:8]([F:18])([F:17])[C:9]1[CH:10]=[C:11]([CH:14]=[CH:15][CH:16]=1)[CH2:12][Br:13].C(OCC)C. The catalyst is ClCCCl. The product is [Br-:13].[CH3:1][N+:2]1[CH:6]=[CH:5][N:4]([CH2:12][C:11]2[CH:14]=[CH:15][CH:16]=[C:9]([C:8]([F:7])([F:17])[F:18])[CH:10]=2)[CH:3]=1. The yield is 0.560. (5) The reactants are [C:1]([CH2:10][N-:11][CH2:12][C:13]1[S:14][CH:15]=[C:16](Br)[CH:17]=1)(=O)[CH2:2][CH2:3][CH2:4][CH2:5][CH2:6][CH2:7]C.CC1(C)C(C)(C)OB([C:27]2[CH:32]=[CH:31][C:30]([CH:33]=[CH:34][C:35]([O:37][CH2:38][CH3:39])=[O:36])=[CH:29][CH:28]=2)O1.[OH2:41].[CH3:42]N(C)C=O. The catalyst is P([O-])([O-])([O-])=O.[K+].[K+].[K+].C1C=CC([P]([Pd]([P](C2C=CC=CC=2)(C2C=CC=CC=2)C2C=CC=CC=2)([P](C2C=CC=CC=2)(C2C=CC=CC=2)C2C=CC=CC=2)[P](C2C=CC=CC=2)(C2C=CC=CC=2)C2C=CC=CC=2)(C2C=CC=CC=2)C2C=CC=CC=2)=CC=1. The product is [CH3:42][N:11]([CH2:12][C:13]1[S:14][CH:15]=[C:16]([C:27]2[CH:32]=[CH:31][C:30]([CH:33]=[CH:34][C:35]([O:37][CH2:38][CH3:39])=[O:36])=[CH:29][CH:28]=2)[CH:17]=1)[C:10](=[O:41])[CH2:1][CH2:2][CH2:3][CH2:4][CH2:5][CH2:6][CH3:7]. The yield is 0.650. (6) The reactants are [N:1]12[CH2:8][CH2:7][CH:4]([CH2:5][CH2:6]1)[CH:3]([O:9][C:10](=[O:23])[NH:11][C:12]([C:15]1[CH:20]=[CH:19][C:18]([F:21])=[C:17](Br)[CH:16]=1)([CH3:14])[CH3:13])[CH2:2]2.[N:24]1[CH:29]=[C:28](B(O)O)[CH:27]=[N:26][CH:25]=1. The catalyst is C1C=CC(/C=C/C(/C=C/C2C=CC=CC=2)=O)=CC=1.C1C=CC(/C=C/C(/C=C/C2C=CC=CC=2)=O)=CC=1.C1C=CC(/C=C/C(/C=C/C2C=CC=CC=2)=O)=CC=1.[Pd].[Pd]. The product is [N:1]12[CH2:8][CH2:7][CH:4]([CH2:5][CH2:6]1)[CH:3]([O:9][C:10](=[O:23])[NH:11][C:12]([C:15]1[CH:20]=[CH:19][C:18]([F:21])=[C:17]([C:28]3[CH:29]=[N:24][CH:25]=[N:26][CH:27]=3)[CH:16]=1)([CH3:14])[CH3:13])[CH2:2]2. The yield is 0.310.